This data is from Drug half-life prediction data from Obach et al.. The task is: Regression/Classification. Given a drug SMILES string, predict its absorption, distribution, metabolism, or excretion properties. Task type varies by dataset: regression for continuous measurements (e.g., permeability, clearance, half-life) or binary classification for categorical outcomes (e.g., BBB penetration, CYP inhibition). For this dataset (half_life_obach), we predict log10(half-life) (log10 of half-life in hours). (1) The compound is CC#CCC(C)[C@H](O)/C=C/[C@@H]1[C@H]2C/C(=C/CCCC(=O)O)C[C@H]2C[C@H]1O. The log10(half-life) is -0.240. (2) The molecule is C[C@@H](O)[C@H]1C(=O)N2C(C(=O)O)=C(SCCOC(N)=O)S[C@H]12. The log10(half-life) is -0.100. (3) The drug is Cc1ccc(-c2ncc(Cl)cc2-c2ccc(S(C)(=O)=O)cc2)cn1. The log10(half-life) is 1.41.